This data is from Full USPTO retrosynthesis dataset with 1.9M reactions from patents (1976-2016). The task is: Predict the reactants needed to synthesize the given product. (1) Given the product [CH3:1][O:2][C:3](=[O:15])[C:4]1[CH:9]=[C:8]([N+:10]([O-:12])=[O:11])[CH:7]=[C:6]([CH2:13][O:14][CH3:18])[CH:5]=1, predict the reactants needed to synthesize it. The reactants are: [CH3:1][O:2][C:3](=[O:15])[C:4]1[CH:9]=[C:8]([N+:10]([O-:12])=[O:11])[CH:7]=[C:6]([CH2:13][OH:14])[CH:5]=1.[H-].[Na+].[CH3:18]I. (2) The reactants are: [Cl:1][C:2]1[CH:3]=[C:4]2[C:9](=[CH:10][CH:11]=1)[N:8]=[C:7]([C:12]1[CH:17]=[CH:16][CH:15]=[CH:14][CH:13]=1)[CH:6]=[C:5]2[C:18]([NH:20][C:21](=S)[NH:22][NH:23][C:24]([C:26]1[S:27][CH:28]=[CH:29][CH:30]=1)=[O:25])=[O:19].C1(C2C=C(C(NC(=S)NNC(C3SC=CC=3)=O)=O)C3C(=CC=C(OC(F)(F)F)C=3)N=2)C=CC=CC=1. Given the product [Cl:1][C:2]1[CH:3]=[C:4]2[C:9](=[CH:10][CH:11]=1)[N:8]=[C:7]([C:12]1[CH:17]=[CH:16][CH:15]=[CH:14][CH:13]=1)[CH:6]=[C:5]2[C:18]([NH:20][C:21]1[O:25][C:24]([C:26]2[S:27][CH:28]=[CH:29][CH:30]=2)=[N:23][N:22]=1)=[O:19], predict the reactants needed to synthesize it.